Dataset: NCI-60 drug combinations with 297,098 pairs across 59 cell lines. Task: Regression. Given two drug SMILES strings and cell line genomic features, predict the synergy score measuring deviation from expected non-interaction effect. (1) Drug 2: CCCCCOC(=O)NC1=NC(=O)N(C=C1F)C2C(C(C(O2)C)O)O. Drug 1: CC1C(C(CC(O1)OC2CC(OC(C2O)C)OC3=CC4=CC5=C(C(=O)C(C(C5)C(C(=O)C(C(C)O)O)OC)OC6CC(C(C(O6)C)O)OC7CC(C(C(O7)C)O)OC8CC(C(C(O8)C)O)(C)O)C(=C4C(=C3C)O)O)O)O. Synergy scores: CSS=54.0, Synergy_ZIP=0.279, Synergy_Bliss=0.114, Synergy_Loewe=-41.4, Synergy_HSA=-1.13. Cell line: ACHN. (2) Drug 1: CC12CCC(CC1=CCC3C2CCC4(C3CC=C4C5=CN=CC=C5)C)O. Drug 2: CC(C1=C(C=CC(=C1Cl)F)Cl)OC2=C(N=CC(=C2)C3=CN(N=C3)C4CCNCC4)N. Cell line: SK-OV-3. Synergy scores: CSS=6.17, Synergy_ZIP=0.205, Synergy_Bliss=6.33, Synergy_Loewe=3.98, Synergy_HSA=5.43. (3) Cell line: RXF 393. Drug 1: CNC(=O)C1=NC=CC(=C1)OC2=CC=C(C=C2)NC(=O)NC3=CC(=C(C=C3)Cl)C(F)(F)F. Drug 2: C1CN(CCN1C(=O)CCBr)C(=O)CCBr. Synergy scores: CSS=-0.591, Synergy_ZIP=2.79, Synergy_Bliss=5.04, Synergy_Loewe=-5.96, Synergy_HSA=-3.03. (4) Drug 1: C1=NC(=NC(=O)N1C2C(C(C(O2)CO)O)O)N. Drug 2: CS(=O)(=O)OCCCCOS(=O)(=O)C. Cell line: OVCAR-8. Synergy scores: CSS=28.6, Synergy_ZIP=-0.910, Synergy_Bliss=3.60, Synergy_Loewe=-12.6, Synergy_HSA=4.71. (5) Drug 1: C1CCC(C1)C(CC#N)N2C=C(C=N2)C3=C4C=CNC4=NC=N3. Drug 2: CN1CCC(CC1)COC2=C(C=C3C(=C2)N=CN=C3NC4=C(C=C(C=C4)Br)F)OC. Cell line: T-47D. Synergy scores: CSS=-2.22, Synergy_ZIP=5.72, Synergy_Bliss=1.17, Synergy_Loewe=-8.92, Synergy_HSA=-3.88. (6) Drug 2: C1CC(=O)NC(=O)C1N2C(=O)C3=CC=CC=C3C2=O. Synergy scores: CSS=16.3, Synergy_ZIP=9.38, Synergy_Bliss=11.9, Synergy_Loewe=3.70, Synergy_HSA=9.41. Cell line: HCC-2998. Drug 1: CC(C1=C(C=CC(=C1Cl)F)Cl)OC2=C(N=CC(=C2)C3=CN(N=C3)C4CCNCC4)N. (7) Drug 1: CC=C1C(=O)NC(C(=O)OC2CC(=O)NC(C(=O)NC(CSSCCC=C2)C(=O)N1)C(C)C)C(C)C. Drug 2: CC1C(C(CC(O1)OC2CC(CC3=C2C(=C4C(=C3O)C(=O)C5=CC=CC=C5C4=O)O)(C(=O)C)O)N)O. Cell line: IGROV1. Synergy scores: CSS=57.8, Synergy_ZIP=6.32, Synergy_Bliss=4.38, Synergy_Loewe=6.67, Synergy_HSA=8.42.